Dataset: Forward reaction prediction with 1.9M reactions from USPTO patents (1976-2016). Task: Predict the product of the given reaction. (1) Given the reactants [Cl:1][C:2]1[CH:3]=[C:4]([CH:20]=[CH:21][C:22]=1[C:23]([N:25]1[CH2:29][CH2:28][CH2:27][C@@H:26]1[CH2:30][C:31]([O:33]CC)=[O:32])=[O:24])[C:5]([NH:7][C@H:8]([C:10]1[NH:14][C:13]2[CH:15]=[CH:16][C:17]([Cl:19])=[CH:18][C:12]=2[N:11]=1)[CH3:9])=[O:6].[OH-].[Li+].CO.ClCl, predict the reaction product. The product is: [Cl:1][C:2]1[CH:3]=[C:4]([CH:20]=[CH:21][C:22]=1[C:23]([N:25]1[CH2:29][CH2:28][CH2:27][C@@H:26]1[CH2:30][C:31]([OH:33])=[O:32])=[O:24])[C:5]([NH:7][C@H:8]([C:10]1[NH:14][C:13]2[CH:15]=[CH:16][C:17]([Cl:19])=[CH:18][C:12]=2[N:11]=1)[CH3:9])=[O:6]. (2) Given the reactants C1N=CN(C(N2C=NC=C2)=O)C=1.[CH:13]1([C:17]([OH:19])=O)[CH2:16][CH2:15][CH2:14]1.[Cl:20][C:21]1[C:34]([CH2:35][N:36]2[CH2:40][CH2:39][CH2:38][CH2:37]2)=[C:33]([Cl:41])[CH:32]=[CH:31][C:22]=1[O:23][C@H:24]1[CH2:27][C@H:26]([CH2:28][NH:29][CH3:30])[CH2:25]1, predict the reaction product. The product is: [ClH:20].[Cl:20][C:21]1[C:34]([CH2:35][N:36]2[CH2:40][CH2:39][CH2:38][CH2:37]2)=[C:33]([Cl:41])[CH:32]=[CH:31][C:22]=1[O:23][C@H:24]1[CH2:27][C@H:26]([CH2:28][N:29]([CH3:30])[C:17]([CH:13]2[CH2:14][CH2:15][CH2:16]2)=[O:19])[CH2:25]1.